Task: Predict which catalyst facilitates the given reaction.. Dataset: Catalyst prediction with 721,799 reactions and 888 catalyst types from USPTO (1) Reactant: [Cl:1][C:2]1[CH:7]=[CH:6][C:5]([CH:8](C#N)[C:9]2[CH:10]=[CH:11][C:12]([N+:19]([O-:21])=[O:20])=[C:13]([CH:18]=2)[C:14]([O:16]C)=[O:15])=[CH:4][CH:3]=1.[Li+].[OH-:25].Cl. Product: [Cl:1][C:2]1[CH:7]=[CH:6][C:5]([C:8]([C:9]2[CH:10]=[CH:11][C:12]([N+:19]([O-:21])=[O:20])=[C:13]([CH:18]=2)[C:14]([OH:16])=[O:15])=[O:25])=[CH:4][CH:3]=1. The catalyst class is: 20. (2) Reactant: [Cl:1][C:2]1[CH:3]=[C:4]([C:8]#[C:9][C:10]2[CH:14]3[CH2:15][CH2:16][N:17]([C:18](Cl)=[O:19])[CH:13]3[O:12][N:11]=2)[CH:5]=[CH:6][CH:7]=1.C(N(CC)CC)C.[CH3:28][O:29][CH2:30][CH2:31][NH:32][CH3:33].O. Product: [Cl:1][C:2]1[CH:3]=[C:4]([C:8]#[C:9][C:10]2[CH:14]3[CH2:15][CH2:16][N:17]([C:18]([N:32]([CH2:31][CH2:30][O:29][CH3:28])[CH3:33])=[O:19])[CH:13]3[O:12][N:11]=2)[CH:5]=[CH:6][CH:7]=1. The catalyst class is: 2. (3) Reactant: [NH2:1][S:2]([C:5]1[CH:6]=[C:7]([CH2:11][C:12]([O:14][CH3:15])=[O:13])[CH:8]=[CH:9][CH:10]=1)(=[O:4])=[O:3].[H-].[Na+].[CH3:18][Si:19]([CH3:26])([CH3:25])[CH2:20][CH2:21][O:22][CH2:23]Cl. Product: [CH3:18][Si:19]([CH3:26])([CH3:25])[CH2:20][CH2:21][O:22][CH2:23][N:1]([CH2:23][O:22][CH2:21][CH2:20][Si:19]([CH3:26])([CH3:25])[CH3:18])[S:2]([C:5]1[CH:6]=[C:7]([CH2:11][C:12]([O:14][CH3:15])=[O:13])[CH:8]=[CH:9][CH:10]=1)(=[O:3])=[O:4]. The catalyst class is: 3. (4) Reactant: O.[OH-].[Li+].O.[CH3:5][O:6][C:7]1[CH:15]=[C:14]2[C:10]([C:11]([C:26]([O:28]C)=[O:27])=[CH:12][N:13]2[C:16]2[C:25]3[C:20](=[CH:21][CH:22]=[CH:23][CH:24]=3)[N:19]=[CH:18][CH:17]=2)=[CH:9][CH:8]=1.Cl. Product: [C:26]([C:11]1[C:10]2[C:14](=[CH:15][C:7]([O:6][CH3:5])=[CH:8][CH:9]=2)[N:13]([C:16]2[C:25]3[C:20](=[CH:21][CH:22]=[CH:23][CH:24]=3)[N:19]=[CH:18][CH:17]=2)[CH:12]=1)([OH:28])=[O:27]. The catalyst class is: 7. (5) Reactant: [H-].[Na+].[OH:3][CH2:4][C:5]([C:8]1[CH:12]=[C:11]([NH:13][C:14](=[O:27])[C:15]([CH3:26])([S:17]([CH2:20][CH2:21][C:22]([F:25])([F:24])[F:23])(=[O:19])=[O:18])[CH3:16])[O:10][N:9]=1)([CH3:7])[CH3:6].Br[CH2:29][CH2:30][O:31][CH3:32]. Product: [CH3:32][O:31][CH2:30][CH2:29][O:3][CH2:4][C:5]([C:8]1[CH:12]=[C:11]([NH:13][C:14](=[O:27])[C:15]([CH3:16])([S:17]([CH2:20][CH2:21][C:22]([F:25])([F:24])[F:23])(=[O:19])=[O:18])[CH3:26])[O:10][N:9]=1)([CH3:7])[CH3:6]. The catalyst class is: 20. (6) Reactant: [H-].[Na+].[F:3][C:4]([F:18])([F:17])[C:5]1[CH:10]=[CH:9][N:8]=[C:7]([C:11]2[NH:12][O:13][C:14](=[O:16])[N:15]=2)[CH:6]=1.[CH:19]1([CH2:22]Br)[CH2:21][CH2:20]1.[Cl-].[NH4+]. Product: [CH:19]1([CH2:22][N:15]2[C:14](=[O:16])[O:13][N:12]=[C:11]2[C:7]2[CH:6]=[C:5]([C:4]([F:3])([F:17])[F:18])[CH:10]=[CH:9][N:8]=2)[CH2:21][CH2:20]1. The catalyst class is: 9. (7) The catalyst class is: 5. Reactant: [Cl:1][C:2]1[N:10]=[C:9]2[C:5]([N:6]=[C:7]([CH:17]([OH:22])[C:18]([F:21])([F:20])[F:19])[N:8]2C2CCCCO2)=[C:4]([N:23]2[CH2:28][CH2:27][O:26][CH2:25][CH2:24]2)[N:3]=1.C1(C)C=CC(S(O)(=O)=O)=CC=1. Product: [Cl:1][C:2]1[N:10]=[C:9]2[C:5]([N:6]=[C:7]([CH:17]([OH:22])[C:18]([F:19])([F:21])[F:20])[NH:8]2)=[C:4]([N:23]2[CH2:24][CH2:25][O:26][CH2:27][CH2:28]2)[N:3]=1.